This data is from Full USPTO retrosynthesis dataset with 1.9M reactions from patents (1976-2016). The task is: Predict the reactants needed to synthesize the given product. (1) Given the product [C:1]([C:5]1[CH:42]=[CH:41][C:8]([CH2:9][O:10][C:11]2[CH:16]=[CH:15][CH:14]=[CH:13][C:12]=2/[CH:17]=[CH:18]/[CH:19]([CH2:31][CH2:32][C:33]2[CH:34]=[CH:35][C:36]([C:39]3[NH:50][N:49]=[N:48][N:40]=3)=[CH:37][CH:38]=2)[CH2:20][C:21]2[CH:22]=[CH:23][C:24]([C:25]([O:27][CH3:28])=[O:26])=[CH:29][CH:30]=2)=[C:7]([Cl:43])[CH:6]=1)([CH3:4])([CH3:2])[CH3:3], predict the reactants needed to synthesize it. The reactants are: [C:1]([C:5]1[CH:42]=[CH:41][C:8]([CH2:9][O:10][C:11]2[CH:16]=[CH:15][CH:14]=[CH:13][C:12]=2/[CH:17]=[CH:18]/[CH:19]([CH2:31][CH2:32][C:33]2[CH:38]=[CH:37][C:36]([C:39]#[N:40])=[CH:35][CH:34]=2)[CH2:20][C:21]2[CH:30]=[CH:29][C:24]([C:25]([O:27][CH3:28])=[O:26])=[CH:23][CH:22]=2)=[C:7]([Cl:43])[CH:6]=1)([CH3:4])([CH3:3])[CH3:2].C[Si]([N:48]=[N+:49]=[N-:50])(C)C.C([Sn](=O)CCCC)CCC. (2) Given the product [F:1][C:2]1[CH:7]=[CH:6][CH:5]=[C:4]([N+:8]([O-:10])=[O:9])[C:3]=1[NH:19][CH2:18][CH2:17][CH2:16][CH2:15][O:14][CH3:13], predict the reactants needed to synthesize it. The reactants are: [F:1][C:2]1[CH:7]=[CH:6][CH:5]=[C:4]([N+:8]([O-:10])=[O:9])[C:3]=1F.Cl.[CH3:13][O:14][CH2:15][CH2:16][CH2:17][CH2:18][NH2:19].C(N(C(C)C)CC)(C)C. (3) The reactants are: [CH3:1][O:2][C:3]1[CH:10]=[CH:9][C:8]([C:11]2[S:12][CH:13]=[CH:14][CH:15]=2)=[CH:7][C:4]=1[CH:5]=O.[C:16]([C:19]1[CH:27]=[CH:26][C:22]([C:23]([OH:25])=[O:24])=[CH:21][CH:20]=1)(=[O:18])[CH3:17]. Given the product [CH3:1][O:2][C:3]1[CH:10]=[CH:9][C:8]([C:11]2[S:12][CH:13]=[CH:14][CH:15]=2)=[CH:7][C:4]=1/[CH:5]=[CH:17]/[C:16]([C:19]1[CH:27]=[CH:26][C:22]([C:23]([OH:25])=[O:24])=[CH:21][CH:20]=1)=[O:18], predict the reactants needed to synthesize it.